From a dataset of Forward reaction prediction with 1.9M reactions from USPTO patents (1976-2016). Predict the product of the given reaction. (1) Given the reactants [F:1][C:2]1[CH:3]=[C:4]([C:8]2[N:13]=[N:12][C:11]([NH:14][NH2:15])=[N:10][CH:9]=2)[CH:5]=[CH:6][CH:7]=1.[OH-].[K+].[C:18](=S)=[S:19], predict the reaction product. The product is: [F:1][C:2]1[CH:3]=[C:4]([C:8]2[CH:9]=[N:10][C:11]3[N:12]([C:18]([SH:19])=[N:15][N:14]=3)[N:13]=2)[CH:5]=[CH:6][CH:7]=1. (2) Given the reactants [CH3:1][C:2]1([N:14]2[CH2:19][CH2:18][CH:17]([N:20]3[C:24]4[CH:25]=[CH:26][C:27]([CH3:29])=[CH:28][C:23]=4[NH:22][C:21]3=[O:30])[CH2:16][CH2:15]2)[CH2:6][CH2:5][N:4]([C:7]([O:9][C:10](C)([CH3:12])[CH3:11])=[O:8])[CH2:3]1.C(Cl)(=O)OC(C)C, predict the reaction product. The product is: [CH3:1][C:2]1([N:14]2[CH2:19][CH2:18][CH:17]([N:20]3[C:24]4[CH:25]=[CH:26][C:27]([CH3:29])=[CH:28][C:23]=4[NH:22][C:21]3=[O:30])[CH2:16][CH2:15]2)[CH2:6][CH2:5][N:4]([C:7]([O:9][CH:10]([CH3:12])[CH3:11])=[O:8])[CH2:3]1. (3) The product is: [SH:22][C:21]([CH3:24])([CH3:23])[CH2:20][S:1][CH2:2][C:3]1[CH:4]=[C:5]([CH2:11][OH:12])[CH:6]=[C:7]([CH2:9][OH:10])[CH:8]=1. Given the reactants [SH:1][CH2:2][C:3]1[CH:4]=[C:5]([CH2:11][OH:12])[CH:6]=[C:7]([CH2:9][OH:10])[CH:8]=1.C(N(CC)CC)C.[CH3:20][C:21]1([CH3:24])[CH2:23][S:22]1, predict the reaction product.